Task: Predict the reaction yield, written as a fraction of the theoretical maximum amount of product (1.0 means a 100% yield; for example, 0.34 means a 34% yield).. Dataset: Reaction yield outcomes from USPTO patents with 853,638 reactions The reactants are C[O:2][C:3]([C:5]1[CH:10]=[CH:9][C:8]([NH:11][C:12]2[CH:17]=[CH:16][C:15]([C:18]3[N:22]([CH2:23][CH2:24][CH3:25])[C:21]4[C:26]([Cl:30])=[CH:27][CH:28]=[CH:29][C:20]=4[N:19]=3)=[CH:14][N:13]=2)=[CH:7][N:6]=1)=O.[H-].[H-].[H-].[H-].[Li+].[Al+3].O.[OH-].[Na+]. The catalyst is C1COCC1. The product is [Cl:30][C:26]1[C:21]2[N:22]([CH2:23][CH2:24][CH3:25])[C:18]([C:15]3[CH:16]=[CH:17][C:12]([NH:11][C:8]4[CH:9]=[CH:10][C:5]([CH2:3][OH:2])=[N:6][CH:7]=4)=[N:13][CH:14]=3)=[N:19][C:20]=2[CH:29]=[CH:28][CH:27]=1. The yield is 0.370.